Dataset: NCI-60 drug combinations with 297,098 pairs across 59 cell lines. Task: Regression. Given two drug SMILES strings and cell line genomic features, predict the synergy score measuring deviation from expected non-interaction effect. (1) Drug 1: CC1C(C(CC(O1)OC2CC(CC3=C2C(=C4C(=C3O)C(=O)C5=C(C4=O)C(=CC=C5)OC)O)(C(=O)C)O)N)O.Cl. Drug 2: B(C(CC(C)C)NC(=O)C(CC1=CC=CC=C1)NC(=O)C2=NC=CN=C2)(O)O. Cell line: SF-295. Synergy scores: CSS=18.3, Synergy_ZIP=-1.03, Synergy_Bliss=1.84, Synergy_Loewe=5.06, Synergy_HSA=5.03. (2) Drug 1: CC1=C(C(CCC1)(C)C)C=CC(=CC=CC(=CC(=O)O)C)C. Drug 2: C1=CN(C=N1)CC(O)(P(=O)(O)O)P(=O)(O)O. Cell line: HT29. Synergy scores: CSS=9.21, Synergy_ZIP=-1.44, Synergy_Bliss=-2.10, Synergy_Loewe=-3.11, Synergy_HSA=-2.51.